From a dataset of Catalyst prediction with 721,799 reactions and 888 catalyst types from USPTO. Predict which catalyst facilitates the given reaction. (1) Reactant: Br[C:2]1[N:10]([CH2:11][CH:12]=[C:13]([CH3:15])[CH3:14])[C:9]2[C:8](=[O:16])[N:7]([CH2:17][C:18](=[O:25])[C:19]3[CH:24]=[CH:23][CH:22]=[CH:21][CH:20]=3)[C:6](=[O:26])[N:5]([CH3:27])[C:4]=2[N:3]=1.Cl.COC(=O)[C@H](C[SH:35])N.C(=O)([O-])[O-].[K+].[K+].O. Product: [SH:35][C:2]1[N:10]([CH2:11][CH:12]=[C:13]([CH3:15])[CH3:14])[C:9]2[C:8](=[O:16])[N:7]([CH2:17][C:18](=[O:25])[C:19]3[CH:24]=[CH:23][CH:22]=[CH:21][CH:20]=3)[C:6](=[O:26])[N:5]([CH3:27])[C:4]=2[N:3]=1. The catalyst class is: 875. (2) Reactant: [C:1]1([S:7]([N:10]2[CH2:15][CH2:14][CH2:13][CH:12]([C:16]([OH:18])=O)[CH2:11]2)(=[O:9])=[O:8])[CH:6]=[CH:5][CH:4]=[CH:3][CH:2]=1.[CH:19]1([NH:22][CH:23]2[CH2:28][CH2:27][CH2:26][CH2:25][CH2:24]2)[CH2:21][CH2:20]1.F[P-](F)(F)(F)(F)F.N1(O[P+](N(C)C)(N(C)C)N(C)C)C2C=CC=CC=2N=N1.C(N(CC)C(C)C)(C)C. Product: [CH:23]1([N:22]([CH:19]2[CH2:21][CH2:20]2)[C:16]([CH:12]2[CH2:13][CH2:14][CH2:15][N:10]([S:7]([C:1]3[CH:2]=[CH:3][CH:4]=[CH:5][CH:6]=3)(=[O:8])=[O:9])[CH2:11]2)=[O:18])[CH2:28][CH2:27][CH2:26][CH2:25][CH2:24]1. The catalyst class is: 3. (3) Reactant: F[C:2]1[CH:9]=[CH:8][C:5]([C:6]#[N:7])=[CH:4][C:3]=1[O:10][CH2:11][O:12][CH3:13].[Br:14][C:15]1[CH:20]=[CH:19][C:18]([OH:21])=[CH:17][C:16]=1[CH:22]1[O:26][CH2:25][CH2:24][O:23]1.C(=O)([O-])[O-].[K+].[K+].C(OCC)(=O)C.O. Product: [Br:14][C:15]1[CH:20]=[CH:19][C:18]([O:21][C:2]2[CH:9]=[CH:8][C:5]([C:6]#[N:7])=[CH:4][C:3]=2[O:10][CH2:11][O:12][CH3:13])=[CH:17][C:16]=1[CH:22]1[O:23][CH2:24][CH2:25][O:26]1. The catalyst class is: 9. (4) The catalyst class is: 8. Reactant: [Na].[C:2]([O:10][CH2:11]C)(=[O:9])[CH2:3][C:4]([O:6][CH2:7]C)=[O:5].Br[CH2:14][CH:15]([CH2:26][CH2:27][CH2:28][CH2:29][CH2:30][CH2:31][CH2:32][CH2:33][CH2:34][CH2:35][CH2:36][CH3:37])[CH2:16][CH2:17][CH2:18][CH2:19][CH2:20][CH2:21][CH2:22][CH2:23][CH2:24][CH3:25]. Product: [CH2:16]([CH:15]([CH2:26][CH2:27][CH2:28][CH2:29][CH2:30][CH2:31][CH2:32][CH2:33][CH2:34][CH2:35][CH2:36][CH3:37])[CH2:14][CH:3]([C:2]([O:10][CH3:11])=[O:9])[C:4]([O:6][CH3:7])=[O:5])[CH2:17][CH2:18][CH2:19][CH2:20][CH2:21][CH2:22][CH2:23][CH2:24][CH3:25]. (5) Reactant: [Br:1][C:2]1[CH:3]=[N:4][CH:5]=[C:6]([CH:10]=1)[C:7]([OH:9])=O.[F:11][CH2:12][CH2:13][NH2:14].CCN=C=NCCCN(C)C.Cl.C(N(CC)CC)C. The catalyst class is: 166. Product: [Br:1][C:2]1[CH:3]=[N:4][CH:5]=[C:6]([CH:10]=1)[C:7]([NH:14][CH2:13][CH2:12][F:11])=[O:9]. (6) Reactant: [CH:1]1([C:4]([NH:6][C:7]2[N:12]=[CH:11][N:10]=[C:9]([O:13][C:14]3[CH:19]=[CH:18][C:17]([NH:20][C:21](=O)[O:22]C4C=CC=CC=4)=[C:16]([CH3:30])[CH:15]=3)[CH:8]=2)=[O:5])[CH2:3][CH2:2]1.[CH:31]([NH:34][C:35]1[CH:40]=[C:39]([C:41]([F:44])([F:43])[F:42])[CH:38]=[C:37]([NH2:45])[CH:36]=1)([CH3:33])[CH3:32].CCN(C(C)C)C(C)C. Product: [CH:31]([NH:34][C:35]1[CH:36]=[C:37]([NH:45][C:21]([NH:20][C:17]2[CH:18]=[CH:19][C:14]([O:13][C:9]3[N:10]=[CH:11][N:12]=[C:7]([NH:6][C:4]([CH:1]4[CH2:2][CH2:3]4)=[O:5])[CH:8]=3)=[CH:15][C:16]=2[CH3:30])=[O:22])[CH:38]=[C:39]([C:41]([F:43])([F:44])[F:42])[CH:40]=1)([CH3:33])[CH3:32]. The catalyst class is: 1.